From a dataset of Full USPTO retrosynthesis dataset with 1.9M reactions from patents (1976-2016). Predict the reactants needed to synthesize the given product. (1) Given the product [CH:1]1([CH2:6][C@H:7]([N:22]2[CH:27]=[C:26]([C:28]([F:30])([F:31])[F:29])[CH:25]=[CH:24][C:23]2=[O:32])[C:8]([NH:10][C:11]2[S:12][C:13]([CH2:16][C:17]([OH:19])=[O:18])=[CH:14][N:15]=2)=[O:9])[CH2:5][CH2:4][CH2:3][CH2:2]1, predict the reactants needed to synthesize it. The reactants are: [CH:1]1([CH2:6][C@H:7]([N:22]2[CH:27]=[C:26]([C:28]([F:31])([F:30])[F:29])[CH:25]=[CH:24][C:23]2=[O:32])[C:8]([NH:10][C:11]2[S:12][C:13]([CH2:16][C:17]([O:19]CC)=[O:18])=[CH:14][N:15]=2)=[O:9])[CH2:5][CH2:4][CH2:3][CH2:2]1.O.[OH-].[Li+]. (2) Given the product [F:2][C:3]1[CH:8]=[CH:7][C:6]([C:9]2[O:13][N:12]=[C:11]([C@H:14]3[CH2:19][CH2:18][CH2:17][N:16]([C:27]([C:23]4[CH:24]=[N:25][CH:26]=[C:21]([F:20])[CH:22]=4)=[O:28])[CH2:15]3)[N:10]=2)=[CH:5][CH:4]=1, predict the reactants needed to synthesize it. The reactants are: Cl.[F:2][C:3]1[CH:8]=[CH:7][C:6]([C:9]2[O:13][N:12]=[C:11]([C@H:14]3[CH2:19][CH2:18][CH2:17][NH:16][CH2:15]3)[N:10]=2)=[CH:5][CH:4]=1.[F:20][C:21]1[CH:22]=[C:23]([C:27](O)=[O:28])[CH:24]=[N:25][CH:26]=1. (3) Given the product [CH:1]1([C:7]2([OH:17])[CH2:8][CH2:9][C:10](=[O:11])[CH2:15][CH2:16]2)[CH2:6][CH2:5][CH2:4][CH2:3][CH2:2]1, predict the reactants needed to synthesize it. The reactants are: [CH:1]1([C:7]2([OH:17])[CH2:16][CH2:15][C:10]3(OCC[O:11]3)[CH2:9][CH2:8]2)[CH2:6][CH2:5][CH2:4][CH2:3][CH2:2]1.Cl.CCOC(C)=O.C([O-])(O)=O.[Na+]. (4) Given the product [CH3:39][S:34]([CH2:7][C:3]([CH3:8])([CH3:4])[C@@H:2]([NH:9][C:10]([C:12]1[C:20]2[C:15](=[N:16][CH:17]=[C:18]([CH:21]3[CH2:22][CH2:23]3)[N:19]=2)[N:14]([CH2:24][O:25][CH2:26][CH2:27][Si:28]([CH3:30])([CH3:31])[CH3:29])[CH:13]=1)=[O:11])[CH3:1])(=[O:36])=[O:33], predict the reactants needed to synthesize it. The reactants are: [CH3:1][C@H:2]([NH:9][C:10]([C:12]1[C:20]2[C:15](=[N:16][CH:17]=[C:18]([CH:21]3[CH2:23][CH2:22]3)[N:19]=2)[N:14]([CH2:24][O:25][CH2:26][CH2:27][Si:28]([CH3:31])([CH3:30])[CH3:29])[CH:13]=1)=[O:11])[C:3]([CH3:8])([CH3:7])[CH2:4]SC.O[O:33][S:34]([O-:36])=O.[K+].O.[C:39](OCC)(=O)C. (5) Given the product [I:2][C:3]1[CH:4]=[C:5]([O:16][CH3:17])[N:6]=[CH:7][C:8]=1[OH:9], predict the reactants needed to synthesize it. The reactants are: Cl.[I:2][C:3]1[C:8]([O:9]C2CCCCO2)=[CH:7][N:6]=[C:5]([O:16][CH3:17])[CH:4]=1. (6) Given the product [CH2:14]([N:21]([CH2:14][C:15]1[CH:20]=[CH:19][CH:18]=[CH:17][CH:16]=1)[C:11]([C:4]1[S:5][C:6]([C:8]([OH:10])=[O:9])=[CH:7][C:3]=1[O:2][CH3:1])=[O:13])[C:15]1[CH:20]=[CH:19][CH:18]=[CH:17][CH:16]=1, predict the reactants needed to synthesize it. The reactants are: [CH3:1][O:2][C:3]1[CH:7]=[C:6]([C:8]([OH:10])=[O:9])[S:5][C:4]=1[C:11]([OH:13])=O.[CH2:14]([NH2:21])[C:15]1[CH:20]=[CH:19][CH:18]=[CH:17][CH:16]=1. (7) The reactants are: [F:1][C:2]1[CH:3]=[C:4]([C:10]2[C:11]([C:17]3[CH:22]=[CH:21][C:20]([O:23][CH3:24])=[CH:19][CH:18]=3)=[CH:12][C:13](=[O:16])[NH:14][N:15]=2)[CH:5]=[CH:6][C:7]=1[O:8][CH3:9].[CH2:25](Br)[C:26]1[CH:31]=[CH:30][CH:29]=[CH:28][CH:27]=1. Given the product [CH2:25]([N:14]1[C:13](=[O:16])[CH:12]=[C:11]([C:17]2[CH:18]=[CH:19][C:20]([O:23][CH3:24])=[CH:21][CH:22]=2)[C:10]([C:4]2[CH:5]=[CH:6][C:7]([O:8][CH3:9])=[C:2]([F:1])[CH:3]=2)=[N:15]1)[C:26]1[CH:31]=[CH:30][CH:29]=[CH:28][CH:27]=1, predict the reactants needed to synthesize it. (8) Given the product [F:1][C:2]1[CH:3]=[CH:4][C:5]([C:8]2[C:9]([C:23]3[CH:28]=[CH:27][C:26](=[O:29])[N:25]([C:30]4[CH:35]=[CH:34][CH:33]=[CH:32][C:31]=4[CH3:36])[N:24]=3)=[C:10]3[N:15]([CH2:16][CH2:17][C:18]([OH:20])=[O:19])[CH2:14][CH2:13][N:11]3[N:12]=2)=[CH:6][CH:7]=1, predict the reactants needed to synthesize it. The reactants are: [F:1][C:2]1[CH:7]=[CH:6][C:5]([C:8]2[C:9]([C:23]3[CH:28]=[CH:27][C:26](=[O:29])[N:25]([C:30]4[CH:35]=[CH:34][CH:33]=[CH:32][C:31]=4[CH3:36])[N:24]=3)=[C:10]3[N:15]([CH2:16][CH2:17][C:18]([O:20]CC)=[O:19])[CH2:14][CH2:13][N:11]3[N:12]=2)=[CH:4][CH:3]=1.[OH-].[Na+].